From a dataset of Reaction yield outcomes from USPTO patents with 853,638 reactions. Predict the reaction yield, written as a fraction of the theoretical maximum amount of product (1.0 means a 100% yield; for example, 0.34 means a 34% yield). (1) The reactants are [NH2:1][C:2]1[CH:7]=[CH:6][CH:5]=[CH:4][C:3]=1[SH:8].[C:9]1([C:15]2[CH:22]=[C:21]([C:23]3[CH:28]=[CH:27][CH:26]=[CH:25][CH:24]=3)[CH:20]=[C:17]([CH:18]=O)[C:16]=2[OH:29])[CH:14]=[CH:13][CH:12]=[CH:11][CH:10]=1. The catalyst is O1CCOCC1. The product is [S:8]1[C:3]2[CH:4]=[CH:5][CH:6]=[CH:7][C:2]=2[N:1]=[C:18]1[C:17]1[CH:20]=[C:21]([C:23]2[CH:28]=[CH:27][CH:26]=[CH:25][CH:24]=2)[CH:22]=[C:15]([C:9]2[CH:10]=[CH:11][CH:12]=[CH:13][CH:14]=2)[C:16]=1[OH:29]. The yield is 0.780. (2) The reactants are C([SiH](CC)CC)C.FC(F)(F)C(O)=O.[C:15]([S:19][S:20][CH2:21][C@H:22]1[C:26](=[O:27])[O:25][CH2:24][N:23]1[C:28]([O:30][CH2:31][CH:32]1[C:44]2[CH:43]=[CH:42][CH:41]=[CH:40][C:39]=2[C:38]2[C:33]1=[CH:34][CH:35]=[CH:36][CH:37]=2)=[O:29])([CH3:18])([CH3:17])[CH3:16]. The catalyst is ClCCl. The product is [CH:34]1[C:33]2[CH:32]([CH2:31][O:30][C:28]([N:23]([CH3:24])[C@@H:22]([CH2:21][S:20][S:19][C:15]([CH3:17])([CH3:16])[CH3:18])[C:26]([OH:27])=[O:25])=[O:29])[C:44]3[C:39](=[CH:40][CH:41]=[CH:42][CH:43]=3)[C:38]=2[CH:37]=[CH:36][CH:35]=1. The yield is 0.720. (3) The reactants are [C:1]([N:8]([C:33]([O:35][C:36]([CH3:39])([CH3:38])[CH3:37])=[O:34])[C:9]1[N:14]=[C:13]([C:15]2[CH:20]=[CH:19][N:18]=[CH:17][C:16]=2[NH:21]C(=O)OCC2C=CC=CC=2)[CH:12]=[C:11]([CH3:32])[N:10]=1)([O:3][C:4]([CH3:7])([CH3:6])[CH3:5])=[O:2]. The catalyst is CCOC(C)=O.[Pd]. The product is [NH2:21][C:16]1[CH:17]=[N:18][CH:19]=[CH:20][C:15]=1[C:13]1[CH:12]=[C:11]([CH3:32])[N:10]=[C:9]([N:8]([C:33]([O:35][C:36]([CH3:39])([CH3:38])[CH3:37])=[O:34])[C:1]([O:3][C:4]([CH3:6])([CH3:7])[CH3:5])=[O:2])[N:14]=1. The yield is 0.900. (4) The reactants are O[CH2:2][C:3]1[CH:18]=[CH:17][C:6]([O:7][CH2:8][C:9]([C:11]2[CH:16]=[CH:15][CH:14]=[CH:13][CH:12]=2)=[O:10])=[CH:5][CH:4]=1.P(Br)(Br)[Br:20]. The catalyst is C(Cl)Cl. The product is [Br:20][CH2:2][C:3]1[CH:18]=[CH:17][C:6]([O:7][CH2:8][C:9]([C:11]2[CH:16]=[CH:15][CH:14]=[CH:13][CH:12]=2)=[O:10])=[CH:5][CH:4]=1. The yield is 0.714. (5) The reactants are C[O:2][C:3](=O)[CH2:4][C:5]([NH:7][C:8]1[CH:13]=[CH:12][C:11]([O:14][CH2:15][C:16]2[CH:21]=[CH:20][C:19]([C:22]([F:25])([F:24])[F:23])=[CH:18][CH:17]=2)=[CH:10][CH:9]=1)=[O:6].[OH-].[NH4+:28]. No catalyst specified. The product is [F:23][C:22]([F:25])([F:24])[C:19]1[CH:20]=[CH:21][C:16]([CH2:15][O:14][C:11]2[CH:12]=[CH:13][C:8]([NH:7][C:5](=[O:6])[CH2:4][C:3]([NH2:28])=[O:2])=[CH:9][CH:10]=2)=[CH:17][CH:18]=1. The yield is 0.650. (6) The reactants are [F:1][C:2]([F:26])([F:25])[C@H:3]([N:12]1[CH2:16][CH2:15][C@H:14]([NH:17][C:18](=[O:24])[O:19][C:20]([CH3:23])([CH3:22])[CH3:21])[CH2:13]1)[C:4]1[CH:5]=[N:6][C:7]([NH:10][NH2:11])=[CH:8][CH:9]=1.[C:27]([O:30][CH2:31][CH2:32][O:33][C:34]1[CH:35]=[CH:36][CH:37]=[C:38]2[C:43]=1[N:42]=[C:41]([CH3:44])[CH:40]=[CH:39]2)(=[O:29])[CH3:28].C(O)C.C(O)(=O)C.C(O)(=O)C.I(C1C=CC=CC=1)=O.C(=O)(O)[O-].[Na+]. The catalyst is C(OCC)(=O)C. The product is [C:27]([O:30][CH2:31][CH2:32][O:33][C:34]1[CH:35]=[CH:36][CH:37]=[C:38]2[C:43]=1[N:42]=[C:41]([C:44]1[N:6]3[CH:5]=[C:4]([C@@H:3]([N:12]4[CH2:16][CH2:15][C@H:14]([NH:17][C:18]([O:19][C:20]([CH3:22])([CH3:23])[CH3:21])=[O:24])[CH2:13]4)[C:2]([F:25])([F:1])[F:26])[CH:9]=[CH:8][C:7]3=[N:10][N:11]=1)[CH:40]=[CH:39]2)(=[O:29])[CH3:28]. The yield is 0.660. (7) The reactants are [C:1]1([C:7]2[NH:11][CH:10]=[C:9]([C:12](OCC)=[O:13])[CH:8]=2)[CH:6]=[CH:5][CH:4]=[CH:3][CH:2]=1.[H-].C([Al+]CC(C)C)C(C)C.O. The catalyst is O1CCCC1.C1(C)C=CC=CC=1. The product is [C:1]1([C:7]2[NH:11][CH:10]=[C:9]([CH2:12][OH:13])[CH:8]=2)[CH:6]=[CH:5][CH:4]=[CH:3][CH:2]=1. The yield is 0.870.